Regression. Given a peptide amino acid sequence and an MHC pseudo amino acid sequence, predict their binding affinity value. This is MHC class II binding data. From a dataset of Peptide-MHC class II binding affinity with 134,281 pairs from IEDB. (1) The peptide sequence is VCGMFTNRSGSQQW. The MHC is DRB1_0901 with pseudo-sequence DRB1_0901. The binding affinity (normalized) is 0.213. (2) The peptide sequence is VHRGAVPRRGPRGGP. The MHC is DRB1_1101 with pseudo-sequence DRB1_1101. The binding affinity (normalized) is 0.244. (3) The peptide sequence is VGADEDDIKATYDKG. The MHC is DRB1_0101 with pseudo-sequence DRB1_0101. The binding affinity (normalized) is 0.134. (4) The peptide sequence is WFEQEGPEYW. The MHC is HLA-DQA10501-DQB10201 with pseudo-sequence HLA-DQA10501-DQB10201. The binding affinity (normalized) is 0.502. (5) The peptide sequence is MIMIKFMGVIYIMII. The MHC is DRB1_0802 with pseudo-sequence DRB1_0802. The binding affinity (normalized) is 0. (6) The peptide sequence is NPVKAFQFLVDLILF. The MHC is DRB1_0101 with pseudo-sequence DRB1_0101. The binding affinity (normalized) is 0.372.